From a dataset of Full USPTO retrosynthesis dataset with 1.9M reactions from patents (1976-2016). Predict the reactants needed to synthesize the given product. (1) Given the product [CH3:22][O:21][C:19]1[CH:20]=[CH:2][C:3]([NH2:4])=[CH:17][CH:18]=1, predict the reactants needed to synthesize it. The reactants are: Cl[C:2]1[CH:20]=[C:19]([O:21][CH3:22])[C:18](OCC2C(OC)=CC=C(F)C=2F)=[CH:17][C:3]=1[NH:4]C1C([N+]([O-])=O)=C(OC)N=C(Cl)N=1.C1(=O)NC(=O)C2=CC=CC=C12.[K].Cl. (2) Given the product [Cl:83][C:84]1[CH:89]=[CH:88][CH:87]=[CH:86][C:85]=1[NH:90][CH:91]1[CH2:96][CH2:95][N:94]([C:27](=[O:29])[CH2:26][NH:25][C:23]([C:20]2[CH:19]=[C:18]([C:13]3[CH:14]=[CH:15][CH:16]=[CH:17][C:12]=3[O:11][CH3:10])[NH:22][N:21]=2)=[O:24])[CH2:93][CH2:92]1, predict the reactants needed to synthesize it. The reactants are: CCN(C(C)C)C(C)C.[CH3:10][O:11][C:12]1[CH:17]=[CH:16][CH:15]=[CH:14][C:13]=1[C:18]1[NH:22][N:21]=[C:20]([C:23]([NH:25][CH2:26][C:27]([OH:29])=O)=[O:24])[CH:19]=1.C1(C2NN=C(C(NCC(O)=O)=O)C=2)C=CC=CC=1.COC1C=CC=CC=1C(=O)C.C1C=CC2N(O)N=NC=2C=1.CCN=C=NCCCN(C)C.Cl.Cl.Cl.[Cl:83][C:84]1[CH:89]=[CH:88][CH:87]=[CH:86][C:85]=1[NH:90][CH:91]1[CH2:96][CH2:95][NH:94][CH2:93][CH2:92]1. (3) Given the product [CH2:1]([N:8]1[CH2:12][CH2:11][CH2:10][CH:9]1[CH2:13][Cl:17])[C:2]1[CH:7]=[CH:6][CH:5]=[CH:4][CH:3]=1, predict the reactants needed to synthesize it. The reactants are: [CH2:1]([N:8]1[CH2:12][CH2:11][CH2:10][CH:9]1[CH2:13]O)[C:2]1[CH:7]=[CH:6][CH:5]=[CH:4][CH:3]=1.S(Cl)([Cl:17])=O. (4) Given the product [F:1][C:2]1[CH:11]=[C:10]2[C:5]([C:6]([OH:26])=[C:7]([C:15]([NH:17][CH2:18][C:19]([OH:21])=[O:20])=[O:16])[C:8](=[O:14])[C:9]2([CH3:13])[CH3:12])=[CH:4][CH:3]=1, predict the reactants needed to synthesize it. The reactants are: [F:1][C:2]1[CH:11]=[C:10]2[C:5]([C:6]([OH:26])=[C:7]([C:15]([NH:17][CH2:18][C:19]([O:21]C(C)(C)C)=[O:20])=[O:16])[C:8](=[O:14])[C:9]2([CH3:13])[CH3:12])=[CH:4][CH:3]=1.C(O)(C(F)(F)F)=O. (5) Given the product [C:38]([O:37][CH:35]([O:51][C:49]([NH:11][CH2:10][CH:5]([CH2:4][CH:2]([CH3:1])[CH3:3])[CH2:6][C:7]([OH:9])=[O:8])=[O:50])[CH3:36])(=[O:42])[CH:39]([CH3:40])[CH3:41], predict the reactants needed to synthesize it. The reactants are: [CH3:1][CH:2]([CH2:4][C@H:5]([CH2:10][NH2:11])[CH2:6][C:7]([OH:9])=[O:8])[CH3:3].C(N(CC)CC)C.C[Si](C)(C)Cl.C(=O)([O-])OC1C=CC([N+]([O-])=O)=CC=1[CH:35]([O:37][C:38](=[O:42])[CH:39]([CH3:41])[CH3:40])[CH3:36].C(O)(=O)CC(CC(O)=O)([C:49]([OH:51])=[O:50])O.